From a dataset of Forward reaction prediction with 1.9M reactions from USPTO patents (1976-2016). Predict the product of the given reaction. The product is: [CH3:17][O:16][C:6]1[CH:7]=[C:8]([CH2:13][O:14][CH3:15])[CH:9]=[C:10]([O:11][CH3:12])[C:5]=1[C:3](=[O:4])[CH:2]([O:26][C:24]1[NH:23][N:22]=[C:21]([CH2:19][CH3:20])[CH:25]=1)[CH3:18]. Given the reactants Br[CH:2]([CH3:18])[C:3]([C:5]1[C:10]([O:11][CH3:12])=[CH:9][C:8]([CH2:13][O:14][CH3:15])=[CH:7][C:6]=1[O:16][CH3:17])=[O:4].[CH2:19]([C:21]1[CH2:25][C:24](=[O:26])[NH:23][N:22]=1)[CH3:20].C(=O)([O-])[O-].[Cs+].[Cs+].[Cl-].[NH4+], predict the reaction product.